Dataset: Forward reaction prediction with 1.9M reactions from USPTO patents (1976-2016). Task: Predict the product of the given reaction. (1) The product is: [F:26][C:3]([F:2])([F:25])[O:4][C:5]1[CH:24]=[CH:23][C:8]([O:9][CH:10]2[CH2:11][CH2:12][NH:13][CH2:14][CH2:15]2)=[CH:7][CH:6]=1. Given the reactants O.[F:2][C:3]([F:26])([F:25])[O:4][C:5]1[CH:24]=[CH:23][C:8]([O:9][CH:10]2[CH2:15][CH2:14][N:13](C(OC(C)(C)C)=O)[CH2:12][CH2:11]2)=[CH:7][CH:6]=1.Cl.[OH-].[Na+], predict the reaction product. (2) Given the reactants [NH2:1][C:2]1[C:15]([O:16][CH3:17])=[CH:14][C:5]2[N:6]([CH2:12][CH3:13])[C:7](=[O:11])[CH2:8][CH2:9][CH2:10][C:4]=2[CH:3]=1.Cl[C:19]1[N:24]=[C:23]([NH:25][C:26]2[CH:31]=[CH:30][C:29]([N:32]([CH3:34])[CH3:33])=[CH:28][C:27]=2[O:35][CH3:36])[C:22]([Cl:37])=[CH:21][N:20]=1, predict the reaction product. The product is: [Cl:37][C:22]1[C:23]([NH:25][C:26]2[CH:31]=[CH:30][C:29]([N:32]([CH3:33])[CH3:34])=[CH:28][C:27]=2[O:35][CH3:36])=[N:24][C:19]([NH:1][C:2]2[C:15]([O:16][CH3:17])=[CH:14][C:5]3[N:6]([CH2:12][CH3:13])[C:7](=[O:11])[CH2:8][CH2:9][CH2:10][C:4]=3[CH:3]=2)=[N:20][CH:21]=1. (3) Given the reactants [CH3:1][C:2]([O:8][CH:9]1[CH2:14][CH2:13][CH2:12][CH2:11][O:10]1)([CH3:7])[C:3](OC)=[O:4].[H-].[Al+3].[Li+].[H-].[H-].[H-], predict the reaction product. The product is: [CH3:7][C:2]([O:8][CH:9]1[CH2:14][CH2:13][CH2:12][CH2:11][O:10]1)([CH3:1])[CH2:3][OH:4]. (4) Given the reactants [C:1]1([OH:7])[CH:6]=[CH:5][CH:4]=[CH:3][CH:2]=1.C(O)(=O)C1C=CC=CC=1.[N:17]1[C:24]([NH2:25])=[N:23][C:21]([NH2:22])=[N:20][C:18]=1[NH2:19].C=O, predict the reaction product. The product is: [N:17]1[C:24]([NH2:25])=[N:23][C:21]([NH2:22])=[N:20][C:18]=1[NH2:19].[CH2:1]=[O:7].[C:1]1([OH:7])[CH:6]=[CH:5][CH:4]=[CH:3][CH:2]=1. (5) Given the reactants [C:1]([N:4]1[C:13]2[C:8](=[CH:9][C:10]([F:14])=[CH:11][CH:12]=2)[C@H:7]([OH:15])[CH2:6][C@@H:5]1[CH3:16])(=[O:3])[CH3:2].[C:17]1(O)[CH:22]=[CH:21][CH:20]=[CH:19][CH:18]=1, predict the reaction product. The product is: [C:1]([N:4]1[C:13]2[C:8](=[CH:9][C:10]([F:14])=[CH:11][CH:12]=2)[C@H:7]([O:15][C:17]2[CH:22]=[CH:21][CH:20]=[CH:19][CH:18]=2)[CH2:6][C@@H:5]1[CH3:16])(=[O:3])[CH3:2]. (6) Given the reactants [CH3:1][N:2]([CH3:22])[CH2:3][CH2:4][N:5]([CH3:21])[C:6]1[CH:11]=[CH:10][C:9]([B:12]2[O:16][C:15]([CH3:18])([CH3:17])[C:14]([CH3:20])([CH3:19])[O:13]2)=[CH:8][CH:7]=1.I[C:24]1C=CC(N2CC[C@@H](N(C)C)C2)=CC=1, predict the reaction product. The product is: [CH3:1][N:2]([CH3:22])[C@@H:3]1[CH2:24][CH2:21][N:5]([C:6]2[CH:7]=[CH:8][C:9]([B:12]3[O:16][C:15]([CH3:17])([CH3:18])[C:14]([CH3:20])([CH3:19])[O:13]3)=[CH:10][CH:11]=2)[CH2:4]1. (7) Given the reactants C(O[C:6](=O)[NH:7][CH2:8][CH:9]([C:19]1[CH:24]=[CH:23][CH:22]=[CH:21][CH:20]=1)[CH:10]([C:12]1[CH:17]=[CH:16][C:15]([F:18])=[CH:14][CH:13]=1)[OH:11])(C)(C)C.[H-].[H-].[H-].[H-].[Li+].[Al+3], predict the reaction product. The product is: [F:18][C:15]1[CH:14]=[CH:13][C:12]([CH:10]([OH:11])[CH:9]([C:19]2[CH:20]=[CH:21][CH:22]=[CH:23][CH:24]=2)[CH2:8][NH:7][CH3:6])=[CH:17][CH:16]=1. (8) Given the reactants [OH:1][C:2]1[C:3](=[O:13])[NH:4][CH:5]=[CH:6][C:7]=1[C:8]([O:10]CC)=[O:9].[Li+].[OH-].O, predict the reaction product. The product is: [OH:1][C:2]1[C:3](=[O:13])[NH:4][CH:5]=[CH:6][C:7]=1[C:8]([OH:10])=[O:9].